The task is: Predict which catalyst facilitates the given reaction.. This data is from Catalyst prediction with 721,799 reactions and 888 catalyst types from USPTO. (1) Reactant: [CH3:1][O:2][C:3]([C:5]1[N:6]([CH3:10])[CH:7]=[N:8][CH:9]=1)=[O:4].[CH2:11]=[O:12].ClCCl. Product: [CH3:1][O:2][C:3]([C:5]1[N:6]([CH3:10])[C:7]([CH2:11][OH:12])=[N:8][CH:9]=1)=[O:4]. The catalyst class is: 5. (2) Reactant: [NH2:1][C:2]1[CH:9]=[C:8]([C:10]2[O:11][CH:12]=[CH:13][CH:14]=2)[C:5]([C:6]#[N:7])=[C:4](S(C)=O)[N:3]=1.[N:18]1[CH:23]=[CH:22][CH:21]=[CH:20][C:19]=1[CH2:24][NH2:25]. Product: [NH2:1][C:2]1[CH:9]=[C:8]([C:10]2[O:11][CH:12]=[CH:13][CH:14]=2)[C:5]([C:6]#[N:7])=[C:4]([NH:25][CH2:24][C:19]2[CH:20]=[CH:21][CH:22]=[CH:23][N:18]=2)[N:3]=1. The catalyst class is: 57. (3) Reactant: Cl[C:2]1[N:7]=[CH:6][N:5]=[C:4]([O:8][C:9]2[C:14]([F:15])=[CH:13][C:12]([NH:16][C:17]([NH:19][C:20]3[CH:25]=[CH:24][CH:23]=[C:22]([C:26]([F:29])([F:28])[F:27])[CH:21]=3)=[O:18])=[CH:11][C:10]=2[F:30])[CH:3]=1.[CH3:31][NH2:32].C1COCC1. The catalyst class is: 32. Product: [F:30][C:10]1[CH:11]=[C:12]([NH:16][C:17]([NH:19][C:20]2[CH:25]=[CH:24][CH:23]=[C:22]([C:26]([F:29])([F:28])[F:27])[CH:21]=2)=[O:18])[CH:13]=[C:14]([F:15])[C:9]=1[O:8][C:4]1[CH:3]=[C:2]([NH:32][CH3:31])[N:7]=[CH:6][N:5]=1. (4) Reactant: S(Cl)(Cl)=O.[Br:5][CH2:6][CH2:7][CH2:8][N:9]1[C@@H:18]([C:19]2[CH:24]=[CH:23][CH:22]=[C:21]([O:25][CH3:26])[CH:20]=2)[C@@H:17]([C:27](O)=[O:28])[C:16]2[C:11](=[CH:12][C:13]([N+:30]([O-:32])=[O:31])=[CH:14][CH:15]=2)[C:10]1=[O:33].[Cl-].[Al+3].[Cl-].[Cl-]. Product: [Br:5][CH2:6][CH2:7][CH2:8][N:9]1[C:18]2[C:19]3[CH:20]=[C:21]([O:25][CH3:26])[CH:22]=[CH:23][C:24]=3[C:27](=[O:28])[C:17]=2[C:16]2[C:11](=[CH:12][C:13]([N+:30]([O-:32])=[O:31])=[CH:14][CH:15]=2)[C:10]1=[O:33]. The catalyst class is: 48. (5) Reactant: C([O:3][CH:4](OCC)[C:5]1[N:6]=[N:7][N:8]([C:10]2[CH:29]=[CH:28][C:13]([CH2:14][C:15]3[C:16]([CH2:26][CH3:27])=[N:17][N:18]4[C:23]([CH3:24])=[CH:22][C:21]([CH3:25])=[N:20][C:19]=34)=[CH:12][CH:11]=2)[CH:9]=1)C.Cl. Product: [CH2:26]([C:16]1[C:15]([CH2:14][C:13]2[CH:28]=[CH:29][C:10]([N:8]3[CH:9]=[C:5]([CH:4]=[O:3])[N:6]=[N:7]3)=[CH:11][CH:12]=2)=[C:19]2[N:20]=[C:21]([CH3:25])[CH:22]=[C:23]([CH3:24])[N:18]2[N:17]=1)[CH3:27]. The catalyst class is: 12. (6) Reactant: [CH2:1]([CH:3]([C:6]1[C:7]2[N:8]([C:13]([C:17]3[S:18][CH:19]=[CH:20][C:21]=3[O:22][CH3:23])=[C:14]([CH3:16])[N:15]=2)[N:9]=[C:10]([CH3:12])[CH:11]=1)[CH2:4][CH3:5])[CH3:2].C1C(=O)N([Br:31])C(=O)C1. The catalyst class is: 2. Product: [Br:31][C:19]1[S:18][C:17]([C:13]2[N:8]3[N:9]=[C:10]([CH3:12])[CH:11]=[C:6]([CH:3]([CH2:4][CH3:5])[CH2:1][CH3:2])[C:7]3=[N:15][C:14]=2[CH3:16])=[C:21]([O:22][CH3:23])[CH:20]=1.